From a dataset of NCI-60 drug combinations with 297,098 pairs across 59 cell lines. Regression. Given two drug SMILES strings and cell line genomic features, predict the synergy score measuring deviation from expected non-interaction effect. (1) Drug 1: CN(CCCl)CCCl.Cl. Drug 2: CC1=C(C(=O)C2=C(C1=O)N3CC4C(C3(C2COC(=O)N)OC)N4)N. Cell line: IGROV1. Synergy scores: CSS=22.7, Synergy_ZIP=-6.29, Synergy_Bliss=-3.63, Synergy_Loewe=-0.195, Synergy_HSA=0.811. (2) Drug 1: CC1C(C(CC(O1)OC2CC(CC3=C2C(=C4C(=C3O)C(=O)C5=C(C4=O)C(=CC=C5)OC)O)(C(=O)C)O)N)O.Cl. Drug 2: CCC1(CC2CC(C3=C(CCN(C2)C1)C4=CC=CC=C4N3)(C5=C(C=C6C(=C5)C78CCN9C7C(C=CC9)(C(C(C8N6C=O)(C(=O)OC)O)OC(=O)C)CC)OC)C(=O)OC)O.OS(=O)(=O)O. Cell line: IGROV1. Synergy scores: CSS=24.0, Synergy_ZIP=-3.84, Synergy_Bliss=1.78, Synergy_Loewe=1.63, Synergy_HSA=3.57. (3) Drug 1: C1CCC(C1)C(CC#N)N2C=C(C=N2)C3=C4C=CNC4=NC=N3. Drug 2: CC=C1C(=O)NC(C(=O)OC2CC(=O)NC(C(=O)NC(CSSCCC=C2)C(=O)N1)C(C)C)C(C)C. Cell line: SK-OV-3. Synergy scores: CSS=25.0, Synergy_ZIP=-3.84, Synergy_Bliss=-3.91, Synergy_Loewe=-49.2, Synergy_HSA=-3.60. (4) Drug 1: COC1=C(C=C2C(=C1)N=CN=C2NC3=CC(=C(C=C3)F)Cl)OCCCN4CCOCC4. Drug 2: C1=CC(=C2C(=C1NCCNCCO)C(=O)C3=C(C=CC(=C3C2=O)O)O)NCCNCCO. Cell line: SK-OV-3. Synergy scores: CSS=73.5, Synergy_ZIP=1.07, Synergy_Bliss=4.35, Synergy_Loewe=7.74, Synergy_HSA=10.3. (5) Drug 1: C1CCC(CC1)NC(=O)N(CCCl)N=O. Drug 2: COCCOC1=C(C=C2C(=C1)C(=NC=N2)NC3=CC=CC(=C3)C#C)OCCOC.Cl. Cell line: 786-0. Synergy scores: CSS=33.1, Synergy_ZIP=-1.61, Synergy_Bliss=0.913, Synergy_Loewe=0.661, Synergy_HSA=1.98. (6) Drug 1: CC1=C2C(C(=O)C3(C(CC4C(C3C(C(C2(C)C)(CC1OC(=O)C(C(C5=CC=CC=C5)NC(=O)OC(C)(C)C)O)O)OC(=O)C6=CC=CC=C6)(CO4)OC(=O)C)O)C)O. Drug 2: B(C(CC(C)C)NC(=O)C(CC1=CC=CC=C1)NC(=O)C2=NC=CN=C2)(O)O. Cell line: A549. Synergy scores: CSS=33.4, Synergy_ZIP=-4.78, Synergy_Bliss=-10.3, Synergy_Loewe=-23.6, Synergy_HSA=-9.25. (7) Drug 1: C1=NC2=C(N1)C(=S)N=C(N2)N. Drug 2: C1CC(C1)(C(=O)O)C(=O)O.[NH2-].[NH2-].[Pt+2]. Cell line: 786-0. Synergy scores: CSS=59.3, Synergy_ZIP=-7.55, Synergy_Bliss=-6.55, Synergy_Loewe=-6.91, Synergy_HSA=-2.02. (8) Drug 1: CS(=O)(=O)C1=CC(=C(C=C1)C(=O)NC2=CC(=C(C=C2)Cl)C3=CC=CC=N3)Cl. Drug 2: CC1C(C(CC(O1)OC2CC(CC3=C2C(=C4C(=C3O)C(=O)C5=C(C4=O)C(=CC=C5)OC)O)(C(=O)C)O)N)O.Cl. Cell line: HL-60(TB). Synergy scores: CSS=20.0, Synergy_ZIP=2.14, Synergy_Bliss=2.69, Synergy_Loewe=-38.8, Synergy_HSA=-0.442. (9) Drug 1: C1CN1C2=NC(=NC(=N2)N3CC3)N4CC4. Drug 2: B(C(CC(C)C)NC(=O)C(CC1=CC=CC=C1)NC(=O)C2=NC=CN=C2)(O)O. Cell line: SNB-19. Synergy scores: CSS=36.5, Synergy_ZIP=-2.35, Synergy_Bliss=2.93, Synergy_Loewe=-15.5, Synergy_HSA=3.35.